From a dataset of Reaction yield outcomes from USPTO patents with 853,638 reactions. Predict the reaction yield, written as a fraction of the theoretical maximum amount of product (1.0 means a 100% yield; for example, 0.34 means a 34% yield). (1) The reactants are [CH3:1][N:2]1[CH2:7][CH2:6][NH:5][CH2:4][CH2:3]1.Cl[C:9]1[C:10]([N+:16]([O-:18])=[O:17])=[C:11]([CH:13]=[CH:14][CH:15]=1)[NH2:12]. The catalyst is O. The product is [CH3:1][N:2]1[CH2:7][CH2:6][N:5]([C:9]2[C:10]([N+:16]([O-:18])=[O:17])=[C:11]([CH:13]=[CH:14][CH:15]=2)[NH2:12])[CH2:4][CH2:3]1. The yield is 0.800. (2) The reactants are [Cl:1][C:2]1[CH:10]=[C:9]2[C:5]([C:6]([C:12]3[N:13]=[C:14]4[C:20]([C:21](O)=[O:22])=[CH:19][NH:18][C:15]4=[N:16][CH:17]=3)=[N:7][N:8]2[CH3:11])=[CH:4][CH:3]=1.[CH3:24][C:25]1([NH2:28])[CH2:27][CH2:26]1.CCN=C=NCCCN(C)C.CCN(C(C)C)C(C)C.CN(C(ON1N=NC2C=CC=NC1=2)=[N+](C)C)C.F[P-](F)(F)(F)(F)F. The catalyst is CN(C1C=CN=CC=1)C.CN(C=O)C. The product is [Cl:1][C:2]1[CH:10]=[C:9]2[C:5]([C:6]([C:12]3[N:13]=[C:14]4[C:20]([C:21]([NH:28][C:25]5([CH3:24])[CH2:27][CH2:26]5)=[O:22])=[CH:19][NH:18][C:15]4=[N:16][CH:17]=3)=[N:7][N:8]2[CH3:11])=[CH:4][CH:3]=1. The yield is 0.430. (3) The reactants are [Cl:1][C:2]1[CH:12]=[C:11]([N+:13]([O-])=O)[CH:10]=[CH:9][C:3]=1[C:4]([NH:6][CH2:7][CH3:8])=[O:5].[Cl-].[Ca+2].[Cl-].C(O)C. The catalyst is C(OCC)(=O)C.[Fe]. The product is [NH2:13][C:11]1[CH:10]=[CH:9][C:3]([C:4]([NH:6][CH2:7][CH3:8])=[O:5])=[C:2]([Cl:1])[CH:12]=1. The yield is 0.900. (4) The reactants are Cl.[NH2:2][CH:3]1[CH2:8][CH2:7][C:6](=[O:9])[NH:5][C:4]1=[O:10].CC(O)=O.[NH2:15][C:16]1[C:24]([OH:25])=[CH:23][CH:22]=[C:18]([C:19](O)=[O:20])[C:17]=1[C:26](O)=[O:27]. The catalyst is C(N(CC)CC)C. The product is [NH2:15][C:16]1[C:24]([OH:25])=[CH:23][CH:22]=[C:18]2[C:17]=1[C:26](=[O:27])[N:2]([CH:3]1[CH2:8][CH2:7][C:6](=[O:9])[NH:5][C:4]1=[O:10])[C:19]2=[O:20]. The yield is 0.510. (5) The reactants are Cl[C:2]1[C:11]2[C:6](=[CH:7][CH:8]=[CH:9][C:10]=2[C:12]2[CH:17]=[CH:16][CH:15]=[CH:14][CH:13]=2)[C:5]([I:18])=[C:4]([Cl:19])[N:3]=1.[NH2:20][CH2:21][C:22]1[CH:27]=[CH:26][CH:25]=[CH:24][N:23]=1. The catalyst is O. The product is [Cl:19][C:4]1[N:3]=[C:2]([NH:20][CH2:21][C:22]2[CH:27]=[CH:26][CH:25]=[CH:24][N:23]=2)[C:11]2[C:6]([C:5]=1[I:18])=[CH:7][CH:8]=[CH:9][C:10]=2[C:12]1[CH:17]=[CH:16][CH:15]=[CH:14][CH:13]=1. The yield is 0.790. (6) The reactants are [CH3:1][C:2]([CH3:25])([CH2:17][O:18][CH:19]1[CH2:24][CH2:23][CH2:22][CH2:21][O:20]1)[CH2:3][CH2:4][CH2:5][N:6]1C(=O)C2C(=CC=CC=2)C1=O.NN.O.CCOC(C)=O. The catalyst is CO. The product is [CH3:1][C:2]([CH3:25])([CH2:17][O:18][CH:19]1[CH2:24][CH2:23][CH2:22][CH2:21][O:20]1)[CH2:3][CH2:4][CH2:5][NH2:6]. The yield is 0.280. (7) The reactants are [F:1][C:2]([F:21])([C:11]1[CH:20]=[CH:19][C:18]2[C:13](=[CH:14][CH:15]=[CH:16][CH:17]=2)[CH:12]=1)[C:3]([C:5]1[CH:10]=[CH:9][CH:8]=[CH:7][CH:6]=1)=[O:4].[BH4-].[Na+]. The catalyst is C(O)C. The product is [F:1][C:2]([F:21])([C:11]1[CH:20]=[CH:19][C:18]2[C:13](=[CH:14][CH:15]=[CH:16][CH:17]=2)[CH:12]=1)[CH:3]([C:5]1[CH:6]=[CH:7][CH:8]=[CH:9][CH:10]=1)[OH:4]. The yield is 0.890.